Dataset: Reaction yield outcomes from USPTO patents with 853,638 reactions. Task: Predict the reaction yield, written as a fraction of the theoretical maximum amount of product (1.0 means a 100% yield; for example, 0.34 means a 34% yield). The reactants are [C:1]([CH:3]([C:7]([CH3:10])([CH3:9])[CH3:8])[C:4](Cl)=[O:5])#[N:2].Cl.[CH2:12]([C:14]1[CH:24]=[CH:23][CH:22]=[CH:21][C:15]=1[O:16][CH:17](N)[CH2:18][CH3:19])[CH3:13].C([N:27](CC)CC)C. The catalyst is C(Cl)Cl. The product is [C:1]([CH:3]([C:7]([CH3:10])([CH3:9])[CH3:8])[C:4]([NH:27][CH:18]([CH3:19])[CH2:17][O:16][C:15]1[CH:21]=[CH:22][CH:23]=[CH:24][C:14]=1[CH2:12][CH3:13])=[O:5])#[N:2]. The yield is 0.420.